From a dataset of Forward reaction prediction with 1.9M reactions from USPTO patents (1976-2016). Predict the product of the given reaction. Given the reactants Cl[C:2]1[CH:7]=[CH:6][CH:5]=[CH:4][CH:3]=1.[CH2:8]([NH2:15])[C:9]1[CH:14]=[CH:13][CH:12]=[CH:11][CH:10]=1.CC(C)([O-])C.[Na+], predict the reaction product. The product is: [C:2]1([NH:15][CH2:8][C:9]2[CH:14]=[CH:13][CH:12]=[CH:11][CH:10]=2)[CH:7]=[CH:6][CH:5]=[CH:4][CH:3]=1.